Dataset: CYP3A4 inhibition data for predicting drug metabolism from PubChem BioAssay. Task: Regression/Classification. Given a drug SMILES string, predict its absorption, distribution, metabolism, or excretion properties. Task type varies by dataset: regression for continuous measurements (e.g., permeability, clearance, half-life) or binary classification for categorical outcomes (e.g., BBB penetration, CYP inhibition). Dataset: cyp3a4_veith. (1) The drug is CS(=O)(=O)N1CCC2(CCN(Cc3ccc(C#N)cc3)CC2)CC1. The result is 0 (non-inhibitor). (2) The molecule is COc1ccc(/C=N/n2c(-c3cccs3)n[nH]c2=S)cc1. The result is 1 (inhibitor). (3) The result is 0 (non-inhibitor). The compound is Cc1ccccc1C(=O)Nc1ccc(C(=O)NNC(=O)CCCOc2ccc(Cl)cc2Cl)cc1.